Task: Predict the product of the given reaction.. Dataset: Forward reaction prediction with 1.9M reactions from USPTO patents (1976-2016) (1) Given the reactants [NH:1]1[CH:5]=[CH:4][C:3]([N:6]2[C:14](=[O:15])[C:13]3[C:8](=[CH:9][CH:10]=[CH:11][CH:12]=3)[C:7]2=[O:16])=[N:2]1.C[Si]([N-][Si](C)(C)C)(C)C.[Li+].Br[CH2:28][C:29]1[CH:34]=[CH:33][C:32]([I:35])=[CH:31][C:30]=1[C:36]([F:39])([F:38])[F:37], predict the reaction product. The product is: [I:35][C:32]1[CH:33]=[CH:34][C:29]([CH2:28][N:1]2[CH:5]=[CH:4][C:3]([N:6]3[C:14](=[O:15])[C:13]4[C:8](=[CH:9][CH:10]=[CH:11][CH:12]=4)[C:7]3=[O:16])=[N:2]2)=[C:30]([C:36]([F:37])([F:38])[F:39])[CH:31]=1. (2) Given the reactants [CH:1]1[CH:6]=CC=CC=1.[Cl:7][C:8]1[C:13]([CH:14]=[O:15])=[C:12]([Cl:16])[N:11]=[CH:10][N:9]=1.O.C1(C)C=CC(S(O)(=O)=[O:25])=CC=1.C([O-])(O)=O.[Na+], predict the reaction product. The product is: [Cl:7][C:8]1[C:13]([CH:14]2[O:25][CH2:1][CH2:6][O:15]2)=[C:12]([Cl:16])[N:11]=[CH:10][N:9]=1. (3) The product is: [Cl:41][CH2:40][CH2:39][CH2:38][O:1][C:2]1[CH:11]=[C:10]2[C:5]([C:6]([O:12][C:13]3[C:14]([C:23]([O:25][CH2:26][CH2:27][CH3:28])=[O:24])=[CH:15][C:16]4[C:21]([CH:22]=3)=[CH:20][CH:19]=[CH:18][CH:17]=4)=[CH:7][CH:8]=[N:9]2)=[CH:4][C:3]=1[O:29][CH3:30]. Given the reactants [OH:1][C:2]1[CH:11]=[C:10]2[C:5]([C:6]([O:12][C:13]3[C:14]([C:23]([O:25][CH2:26][CH2:27][CH3:28])=[O:24])=[CH:15][C:16]4[C:21]([CH:22]=3)=[CH:20][CH:19]=[CH:18][CH:17]=4)=[CH:7][CH:8]=[N:9]2)=[CH:4][C:3]=1[O:29][CH3:30].C(=O)([O-])[O-].[K+].[K+].Br[CH2:38][CH2:39][CH2:40][Cl:41].O, predict the reaction product. (4) Given the reactants S(Cl)([Cl:3])=O.[Br:5][C:6]1[CH:11]=[C:10]([F:12])[C:9]([F:13])=[CH:8][C:7]=1[CH2:14]O, predict the reaction product. The product is: [Br:5][C:6]1[CH:11]=[C:10]([F:12])[C:9]([F:13])=[CH:8][C:7]=1[CH2:14][Cl:3]. (5) Given the reactants [CH3:1][O:2][C:3]([C:5]1[CH2:9][C@@H:8]([CH3:10])[CH2:7][C:6]=1OS(C(F)(F)F)(=O)=O)=[O:4].[CH3:19][O:20][CH2:21][O:22][C:23]1[CH:28]=[CH:27][C:26]([O:29][CH2:30][O:31][CH3:32])=[CH:25][C:24]=1B(O)O.[Li+].[Cl-], predict the reaction product. The product is: [CH3:1][O:2][C:3]([C:5]1[CH2:9][C@@H:8]([CH3:10])[CH2:7][C:6]=1[C:25]1[CH:24]=[C:23]([O:22][CH2:21][O:20][CH3:19])[CH:28]=[CH:27][C:26]=1[O:29][CH2:30][O:31][CH3:32])=[O:4]. (6) Given the reactants [C:1]([O:11][C:12]1[CH:17]=[C:16]([Cl:18])[C:15]([O:19][C:20]2[CH:25]=[CH:24][C:23]([NH2:26])=[C:22]([Br:27])[CH:21]=2)=[C:14]([Cl:28])[C:13]=1[CH2:29][CH3:30])(=[O:10])[CH:2]=CC1C=CC=CC=1.[C:31](Cl)(=[O:35])[CH:32]([CH3:34])[CH3:33], predict the reaction product. The product is: [C:1]([O:11][C:12]1[CH:17]=[C:16]([Cl:18])[C:15]([O:19][C:20]2[CH:25]=[CH:24][C:23]([NH:26][C:31](=[O:35])[CH:32]([CH3:34])[CH3:33])=[C:22]([Br:27])[CH:21]=2)=[C:14]([Cl:28])[C:13]=1[CH2:29][CH3:30])(=[O:10])[CH3:2].